This data is from Reaction yield outcomes from USPTO patents with 853,638 reactions. The task is: Predict the reaction yield, written as a fraction of the theoretical maximum amount of product (1.0 means a 100% yield; for example, 0.34 means a 34% yield). The reactants are [CH3:1][S:2](Cl)(=[O:4])=[O:3].[Cl:6][C:7]1[C:8]([CH2:17][O:18][CH:19]2[CH2:24][CH2:23][CH:22]([C:25]([F:28])([F:27])[F:26])[CH2:21][CH2:20]2)=[CH:9][C:10]2[O:14][N:13]=[C:12]([NH2:15])[C:11]=2[CH:16]=1.C(N(CC)CC)C. The catalyst is C(Cl)Cl. The product is [Cl:6][C:7]1[C:8]([CH2:17][O:18][CH:19]2[CH2:20][CH2:21][CH:22]([C:25]([F:27])([F:26])[F:28])[CH2:23][CH2:24]2)=[CH:9][C:10]2[O:14][N:13]=[C:12]([NH:15][S:2]([CH3:1])(=[O:4])=[O:3])[C:11]=2[CH:16]=1. The yield is 0.650.